From a dataset of Forward reaction prediction with 1.9M reactions from USPTO patents (1976-2016). Predict the product of the given reaction. Given the reactants Br[C:2]1[N:7]=[CH:6][C:5]([C:8]([OH:26])([CH3:25])[CH2:9][N:10]2[C:18]3[CH:17]=[CH:16][C:15]([CH3:19])=[CH:14][C:13]=3[C:12]3[CH2:20][N:21]([CH3:24])[CH2:22][CH2:23][C:11]2=3)=[CH:4][CH:3]=1.[CH2:27]([NH:29][CH2:30]C)C, predict the reaction product. The product is: [CH3:24][N:21]1[CH2:22][CH2:23][C:11]2[N:10]([CH2:9][C:8]([C:5]3[CH:6]=[N:7][C:2]([N:29]([CH3:30])[CH3:27])=[CH:3][CH:4]=3)([OH:26])[CH3:25])[C:18]3[CH:17]=[CH:16][C:15]([CH3:19])=[CH:14][C:13]=3[C:12]=2[CH2:20]1.